Dataset: Reaction yield outcomes from USPTO patents with 853,638 reactions. Task: Predict the reaction yield, written as a fraction of the theoretical maximum amount of product (1.0 means a 100% yield; for example, 0.34 means a 34% yield). (1) The reactants are [Cl:1][C:2]1[CH:3]=[C:4]([NH:9][C:10]2[C:19]3[C:14](=[CH:15][C:16]([O:23][CH2:24][CH2:25][CH2:26][N:27]4[CH2:32][CH2:31][O:30][CH2:29][CH2:28]4)=[C:17]([N+:20]([O-:22])=[O:21])[CH:18]=3)[N:13]=[CH:12][N:11]=2)[CH:5]=[CH:6][C:7]=1[F:8].[C:33](OC(=O)C)(=[O:35])[CH3:34]. No catalyst specified. The product is [Cl:1][C:2]1[CH:3]=[C:4]([N:9]([C:10]2[C:19]3[C:14](=[CH:15][C:16]([O:23][CH2:24][CH2:25][CH2:26][N:27]4[CH2:28][CH2:29][O:30][CH2:31][CH2:32]4)=[C:17]([N+:20]([O-:22])=[O:21])[CH:18]=3)[N:13]=[CH:12][N:11]=2)[C:33](=[O:35])[CH3:34])[CH:5]=[CH:6][C:7]=1[F:8]. The yield is 0.860. (2) The reactants are [F:1][C:2]1[C:10]([NH:11][S:12]([CH2:15][CH2:16][CH3:17])(=[O:14])=[O:13])=[CH:9][CH:8]=[C:7]([F:18])[C:3]=1C(O)=O.C([N:21]([CH2:24]C)CC)C.[CH:42]1[CH:43]=[CH:44][C:39]([O:38]P([O:38][C:39]2[CH:44]=[CH:43][CH:42]=[CH:41][CH:40]=2)(N=[N+]=[N-])=O)=[CH:40][CH:41]=1.C1([OH:51])C=CC=CC=1. The catalyst is O1CCOCC1. The product is [F:1][C:2]1[C:10]([NH:11][S:12]([CH2:15][CH2:16][CH3:17])(=[O:13])=[O:14])=[CH:9][CH:8]=[C:7]([F:18])[C:3]=1[NH:21][C:24](=[O:51])[O:38][C:39]1[CH:40]=[CH:41][CH:42]=[CH:43][CH:44]=1. The yield is 0.550. (3) The reactants are Cl.[OH:2][C@H:3]1[CH2:7][NH:6][C@H:5]([C:8]([OH:10])=[O:9])[CH2:4]1.O.[OH-].[Na+].[C:14]([O:18][C:19](O[C:19]([O:18][C:14]([CH3:17])([CH3:16])[CH3:15])=[O:20])=[O:20])([CH3:17])([CH3:16])[CH3:15].[CH2:29]1COCC1. The catalyst is CCOCC. The product is [OH:2][C@H:3]1[CH2:7][N:6]([C:19]([O:18][C:14]([CH3:17])([CH3:16])[CH3:15])=[O:20])[C@H:5]([C:8]([O:10][CH3:29])=[O:9])[CH2:4]1. The yield is 0.570. (4) The reactants are [N+:1]([C:4]1[CH:9]=[CH:8][CH:7]=[CH:6][C:5]=1[NH:10][C:11]1[CH:20]=[CH:19][C:14]2[O:15][CH2:16][CH2:17][O:18][C:13]=2[CH:12]=1)([O-])=O.C(O)(=O)C.O. The catalyst is [Fe].C1(C)C=CC=CC=1. The product is [O:15]1[CH2:16][CH2:17][O:18][C:13]2[CH:12]=[C:11]([NH:10][C:5]3[C:4]([NH2:1])=[CH:9][CH:8]=[CH:7][CH:6]=3)[CH:20]=[CH:19][C:14]1=2. The yield is 0.910. (5) The reactants are [C:1](N1C=CC=CC1=O)(N1C=CC=CC1=O)=[S:2].[CH3:17][C:18]1[CH:19]=[C:20]2[C:25](=[C:26]([CH3:28])[CH:27]=1)[CH:24]=[N:23][C:22]([NH2:29])=[CH:21]2. The product is [N:29]([C:22]1[N:23]=[CH:24][C:25]2[C:20]([CH:21]=1)=[CH:19][C:18]([CH3:17])=[CH:27][C:26]=2[CH3:28])=[C:1]=[S:2]. The yield is 0.0800. The catalyst is ClCCl. (6) The product is [N:24]([C:2]1[C:3]2[S:23][CH2:22][CH2:21][C:4]=2[N:5]=[C:6]([N:8]2[CH2:13][CH2:12][N:11]([C:14]3[CH:19]=[CH:18][C:17]([Cl:20])=[CH:16][CH:15]=3)[CH2:10][CH2:9]2)[N:7]=1)=[N+:25]=[N-:26]. The yield is 0.760. The catalyst is CN(C)C=O. The reactants are Cl[C:2]1[C:3]2[S:23][CH2:22][CH2:21][C:4]=2[N:5]=[C:6]([N:8]2[CH2:13][CH2:12][N:11]([C:14]3[CH:19]=[CH:18][C:17]([Cl:20])=[CH:16][CH:15]=3)[CH2:10][CH2:9]2)[N:7]=1.[N-:24]=[N+:25]=[N-:26].[Na+]. (7) The reactants are [CH3:1][C:2]1[S:6][C:5]([C:7]2[CH:8]=[C:9]([CH2:17]O)[CH:10]=[C:11]([C:13]([F:16])([F:15])[F:14])[CH:12]=2)=[N:4][C:3]=1[CH2:19][O:20][CH:21]1[CH2:26][CH2:25][CH2:24][CH2:23][O:22]1.N12CCCN=C1CCCCC2.C1(P([N:52]=[N+:53]=[N-:54])(C2C=CC=CC=2)=O)C=CC=CC=1. The catalyst is O1CCCC1. The product is [N:52]([CH2:17][C:9]1[CH:8]=[C:7]([C:5]2[S:6][C:2]([CH3:1])=[C:3]([CH2:19][O:20][CH:21]3[CH2:26][CH2:25][CH2:24][CH2:23][O:22]3)[N:4]=2)[CH:12]=[C:11]([C:13]([F:16])([F:15])[F:14])[CH:10]=1)=[N+:53]=[N-:54]. The yield is 0.800. (8) The reactants are B(Br)(Br)Br.[CH:5]1([CH2:10][CH:11]([C:20]2[CH:25]=[CH:24][CH:23]=[C:22]([O:26]C)[CH:21]=2)[C:12]([NH:14][C:15]2[S:16][CH:17]=[CH:18][N:19]=2)=[O:13])[CH2:9][CH2:8][CH2:7][CH2:6]1.[OH-].[NH4+]. The catalyst is C(Cl)Cl. The product is [CH:5]1([CH2:10][CH:11]([C:20]2[CH:25]=[CH:24][CH:23]=[C:22]([OH:26])[CH:21]=2)[C:12]([NH:14][C:15]2[S:16][CH:17]=[CH:18][N:19]=2)=[O:13])[CH2:9][CH2:8][CH2:7][CH2:6]1. The yield is 0.447.